This data is from Full USPTO retrosynthesis dataset with 1.9M reactions from patents (1976-2016). The task is: Predict the reactants needed to synthesize the given product. Given the product [CH3:1][O:2][C:3]1[CH:11]=[C:10]2[C:6]([CH:7]=[CH:8][N:9]2[CH3:13])=[CH:5][CH:4]=1, predict the reactants needed to synthesize it. The reactants are: [CH3:1][O:2][C:3]1[CH:11]=[C:10]2[C:6]([CH:7]=[CH:8][NH:9]2)=[CH:5][CH:4]=1.N1C2C(=CC=CC=2)C=[C:13]1C(OCC)=O.